Dataset: Forward reaction prediction with 1.9M reactions from USPTO patents (1976-2016). Task: Predict the product of the given reaction. (1) Given the reactants [F:1][C:2]1[CH:7]=[C:6]([F:8])[CH:5]=[CH:4][C:3]=1[C:9]1[CH:14]=[CH:13][C:12]([C@@H:15]([N:17]2[CH2:22][CH2:21][C@:20]([CH2:30][C:31]([NH2:33])=O)([C:23]3[CH:28]=[CH:27][C:26]([F:29])=[CH:25][CH:24]=3)[O:19][C:18]2=[O:34])[CH3:16])=[CH:11][CH:10]=1.C(OC(C(F)(F)F)=O)(C(F)(F)F)=O, predict the reaction product. The product is: [F:1][C:2]1[CH:7]=[C:6]([F:8])[CH:5]=[CH:4][C:3]=1[C:9]1[CH:14]=[CH:13][C:12]([C@@H:15]([N:17]2[CH2:22][CH2:21][C@:20]([CH2:30][C:31]#[N:33])([C:23]3[CH:28]=[CH:27][C:26]([F:29])=[CH:25][CH:24]=3)[O:19][C:18]2=[O:34])[CH3:16])=[CH:11][CH:10]=1. (2) Given the reactants C1([O:6][C:7](=[O:47])[C@@H:8]([NH:16][CH2:17][C:18]2[CH:23]=[CH:22][C:21]([CH2:24][NH:25][CH2:26][C:27]3[CH:28]=[CH:29][C:30]4[CH:34]=[C:33]([C:35](=[O:45])[NH:36][O:37][CH:38]([O:40][CH2:41][CH:42]([CH3:44])[CH3:43])[CH3:39])[S:32][C:31]=4[CH:46]=3)=[CH:20][CH:19]=2)[CH2:9][C:10]2[CH:15]=[CH:14][CH:13]=[CH:12][CH:11]=2)CCCC1.[Li+].[OH-].Cl, predict the reaction product. The product is: [CH2:41]([O:40][CH:38]([O:37][NH:36][C:35]([C:33]1[S:32][C:31]2[CH:46]=[C:27]([CH2:26][NH:25][CH2:24][C:21]3[CH:20]=[CH:19][C:18]([CH2:17][NH:16][C@@H:8]([CH2:9][C:10]4[CH:15]=[CH:14][CH:13]=[CH:12][CH:11]=4)[C:7]([OH:47])=[O:6])=[CH:23][CH:22]=3)[CH:28]=[CH:29][C:30]=2[CH:34]=1)=[O:45])[CH3:39])[CH:42]([CH3:44])[CH3:43]. (3) Given the reactants [Br:1][CH:2]1[N:6](C(C)C)[C:5]([C:10]([OH:12])=O)=[CH:4][S:3]1.C(N1C=CN=C1)(N1C=CN=C1)=O.[CH:25]([NH2:28])([CH3:27])[CH3:26], predict the reaction product. The product is: [Br:1][C:2]1[S:3][CH:4]=[C:5]([C:10]([NH:28][CH:25]([CH3:27])[CH3:26])=[O:12])[N:6]=1. (4) Given the reactants Br[C:2]1[N:3]([C:7]2[N:16]=[CH:15][C:14]3[N:13]([CH3:17])[C:12](=[O:18])[C@@H:11]([CH2:19][CH3:20])[N:10]([CH:21]4[CH2:25][CH2:24][CH2:23][CH2:22]4)[C:9]=3[N:8]=2)[CH:4]=[CH:5][N:6]=1.C(Cl)(Cl)Cl.[C:30]1([C:45]2C=CC=CC=2)[CH:35]=[CH:34][CH:33]=[CH:32][C:31]=1P(C(C)(C)C)C(C)(C)C.[Br-].C([Zn+])C1C=CC=CC=1, predict the reaction product. The product is: [CH2:45]([C:2]1[N:3]([C:7]2[N:16]=[CH:15][C:14]3[N:13]([CH3:17])[C:12](=[O:18])[C@@H:11]([CH2:19][CH3:20])[N:10]([CH:21]4[CH2:25][CH2:24][CH2:23][CH2:22]4)[C:9]=3[N:8]=2)[CH:4]=[CH:5][N:6]=1)[C:30]1[CH:35]=[CH:34][CH:33]=[CH:32][CH:31]=1. (5) Given the reactants [OH:1][C:2]1[CH:7]=[C:6]([CH3:8])[C:5]([C:9]2[CH:14]=[CH:13][CH:12]=[C:11]([CH:15]=[O:16])[C:10]=2[CH3:17])=[C:4]([CH3:18])[CH:3]=1.Br[CH2:20][C:21]([O:23][CH2:24][CH3:25])=[O:22].C(=O)([O-])[O-].[K+].[K+].CC(C)=O, predict the reaction product. The product is: [CH:15]([C:11]1[C:10]([CH3:17])=[C:9]([C:5]2[C:6]([CH3:8])=[CH:7][C:2]([O:1][CH2:20][C:21]([O:23][CH2:24][CH3:25])=[O:22])=[CH:3][C:4]=2[CH3:18])[CH:14]=[CH:13][CH:12]=1)=[O:16]. (6) Given the reactants C(OC(=O)[NH:7][C@@H:8]1[CH2:10][C@H:9]1[C:11]1[CH:16]=[CH:15][C:14]([NH:17][C:18]([C:20]2[CH:25]=[CH:24][CH:23]=[CH:22][CH:21]=2)=[O:19])=[CH:13][CH:12]=1)(C)(C)C.[ClH:27].C(OCC)(=O)C, predict the reaction product. The product is: [ClH:27].[NH2:7][C@@H:8]1[CH2:10][C@H:9]1[C:11]1[CH:16]=[CH:15][C:14]([NH:17][C:18](=[O:19])[C:20]2[CH:25]=[CH:24][CH:23]=[CH:22][CH:21]=2)=[CH:13][CH:12]=1. (7) Given the reactants [CH2:1]([O:8][C:9]1[CH:14]=[C:13]([O:15][CH2:16][C:17]2[CH:22]=[CH:21][CH:20]=[CH:19][CH:18]=2)[C:12]([CH:23]([CH3:25])[CH3:24])=[CH:11][C:10]=1[C:26]1[O:30][N:29]=[C:28]([C:31]([NH:33][CH2:34][CH3:35])=[O:32])[C:27]=1[C:36](=[N:38][OH:39])[NH2:37])[C:2]1[CH:7]=[CH:6][CH:5]=[CH:4][CH:3]=1.[C:40]([O:43][CH2:44][C:45](Cl)=O)(=[O:42])[CH3:41], predict the reaction product. The product is: [C:40]([O:43][CH2:44][C:45]1[O:39][N:38]=[C:36]([C:27]2[C:28]([C:31](=[O:32])[NH:33][CH2:34][CH3:35])=[N:29][O:30][C:26]=2[C:10]2[CH:11]=[C:12]([CH:23]([CH3:25])[CH3:24])[C:13]([O:15][CH2:16][C:17]3[CH:22]=[CH:21][CH:20]=[CH:19][CH:18]=3)=[CH:14][C:9]=2[O:8][CH2:1][C:2]2[CH:7]=[CH:6][CH:5]=[CH:4][CH:3]=2)[N:37]=1)(=[O:42])[CH3:41].